From a dataset of Reaction yield outcomes from USPTO patents with 853,638 reactions. Predict the reaction yield, written as a fraction of the theoretical maximum amount of product (1.0 means a 100% yield; for example, 0.34 means a 34% yield). (1) The reactants are Cl[C:2]1[C:7]([CH:8]=O)=[CH:6][N:5]=[C:4]2[NH:10][CH:11]=[CH:12][C:3]=12.[CH3:13][NH:14][NH2:15].Cl.O. The catalyst is CCCCO. The product is [CH3:13][N:14]1[C:2]2=[C:3]3[CH:12]=[CH:11][NH:10][C:4]3=[N:5][CH:6]=[C:7]2[CH:8]=[N:15]1. The yield is 0.730. (2) The reactants are C(=O)([O-])[O-].[Cs+].[Cs+].Cl[C:8]1[N:13]=[C:12]([CH3:14])[CH:11]=[C:10]([N:15]2[CH2:19][CH2:18][CH2:17][CH2:16]2)[N:9]=1.[CH:20]([C:22]1[CH:31]=[CH:30][C:29]2[C:24](=[CH:25][CH:26]=[CH:27][CH:28]=2)[N:23]=1)=[CH2:21].C(P(C(C)(C)C)C(C)(C)C)(C)(C)C. The catalyst is CN(C=O)C.C(Cl)Cl. The product is [CH3:14][C:12]1[CH:11]=[C:10]([N:15]2[CH2:19][CH2:18][CH2:17][CH2:16]2)[N:9]=[C:8]([CH:21]=[CH:20][C:22]2[CH:31]=[CH:30][C:29]3[C:24](=[CH:25][CH:26]=[CH:27][CH:28]=3)[N:23]=2)[N:13]=1. The yield is 0.450. (3) The reactants are [CH3:1][C:2]1([CH3:12])[CH2:7][CH2:6][C:5]([CH3:9])([CH3:8])[C:4]([C:10]#N)=[CH:3]1.[H-].C([Al+]CC(C)C)C(C)C.S([O-])([O-])(=O)=[O:24].[Na+].[Na+]. The catalyst is ClCCl. The product is [CH3:1][C:2]1([CH3:12])[CH2:7][CH2:6][C:5]([CH3:9])([CH3:8])[C:4]([CH:10]=[O:24])=[CH:3]1. The yield is 0.710. (4) The yield is 0.800. The product is [C:1]([C:3]1[CH:4]=[CH:5][C:6]([CH:9]2[CH2:10][CH2:11][N:12]([C:15]([C:17]3[C:18]([CH2:28][CH3:29])=[CH:19][C:20]([CH3:27])=[C:21]([CH:26]=3)[C:22]([NH:30][NH2:31])=[O:24])=[O:16])[CH2:13][CH2:14]2)=[CH:7][CH:8]=1)#[N:2]. The reactants are [C:1]([C:3]1[CH:8]=[CH:7][C:6]([CH:9]2[CH2:14][CH2:13][N:12]([C:15]([C:17]3[C:18]([CH2:28][CH3:29])=[CH:19][C:20]([CH3:27])=[C:21]([CH:26]=3)[C:22]([O:24]C)=O)=[O:16])[CH2:11][CH2:10]2)=[CH:5][CH:4]=1)#[N:2].[NH2:30][NH2:31]. The catalyst is C(O)C. (5) The reactants are [C:1]([C:3]1[CH:10]=[CH:9][C:6]([CH:7]=[O:8])=[CH:5][CH:4]=1)#[N:2].C(OC1C=C(C=C(OCC2C=CC=CC=2)C=1)CN)C1C=CC=CC=1. No catalyst specified. The product is [OH:8][CH2:7][C:6]1[CH:9]=[CH:10][C:3]([CH2:1][NH2:2])=[CH:4][CH:5]=1. The yield is 0.460. (6) The reactants are C(O[C:6](=[O:25])[NH:7][C@H:8]([CH:13]([C:15](=[O:24])[NH:16][CH2:17][C:18]1[CH:23]=[CH:22][CH:21]=[CH:20][CH:19]=1)[OH:14])[CH2:9][CH2:10][CH2:11][CH3:12])(C)(C)C.FC(F)(F)C(O)=O.C(N(CC)C(C)C)(C)C.[NH:42]1[C:50]2[C:45](=[CH:46][CH:47]=[CH:48][CH:49]=2)[C:44]([CH2:51][C@H:52]([NH:56][C:57](=[O:69])[C@@H:58]([NH:60][C:61]([C:63]2[CH:67]=[C:66]([CH3:68])[O:65][N:64]=2)=[O:62])[CH3:59])C(O)=O)=[CH:43]1.CN(C(ON1N=NC2C=CC=NC1=2)=[N+](C)C)C.F[P-](F)(F)(F)(F)F. The catalyst is ClCCl. The product is [CH2:17]([NH:16][C:15]([CH:13]([OH:14])[C@@H:8]([NH:7][C:6]([C@@H:52]([NH:56][C:57]([C@@H:58]([NH:60][C:61]([C:63]1[CH:67]=[C:66]([CH3:68])[O:65][N:64]=1)=[O:62])[CH3:59])=[O:69])[CH2:51][C:44]1[C:45]2[C:50](=[CH:49][CH:48]=[CH:47][CH:46]=2)[NH:42][CH:43]=1)=[O:25])[CH2:9][CH2:10][CH2:11][CH3:12])=[O:24])[C:18]1[CH:19]=[CH:20][CH:21]=[CH:22][CH:23]=1. The yield is 0.550.